From a dataset of Reaction yield outcomes from USPTO patents with 853,638 reactions. Predict the reaction yield, written as a fraction of the theoretical maximum amount of product (1.0 means a 100% yield; for example, 0.34 means a 34% yield). (1) The catalyst is O1CCOCC1. The yield is 0.970. The product is [F:14][CH:15]([F:24])[C:16]([NH:2][NH:1][C:3]1[C:8]([O:9][CH3:10])=[CH:7][C:6]([N+:11]([O-:13])=[O:12])=[CH:5][N:4]=1)=[O:17]. The reactants are [NH:1]([C:3]1[C:8]([O:9][CH3:10])=[CH:7][C:6]([N+:11]([O-:13])=[O:12])=[CH:5][N:4]=1)[NH2:2].[F:14][CH:15]([F:24])[C:16](O[C:16](=[O:17])[CH:15]([F:24])[F:14])=[O:17]. (2) The reactants are [Br:1][C:2]1[CH:3]=[C:4]([NH2:10])[C:5]([O:8][CH3:9])=[N:6][CH:7]=1.[F:11][C:12]1[CH:17]=[C:16]([F:18])[CH:15]=[CH:14][C:13]=1[S:19](Cl)(=[O:21])=[O:20]. The catalyst is N1C=CC=CC=1. The product is [Br:1][C:2]1[CH:3]=[C:4]([NH:10][S:19]([C:13]2[CH:14]=[CH:15][C:16]([F:18])=[CH:17][C:12]=2[F:11])(=[O:21])=[O:20])[C:5]([O:8][CH3:9])=[N:6][CH:7]=1. The yield is 0.317. (3) The reactants are [N+]([O-])([O-])=O.[Na+].N[C@@H:7]([CH2:11][CH2:12][O:13][CH3:14])[C:8]([OH:10])=[O:9]. The catalyst is C(O)(=O)C. The product is [C:8]([O:10][C@@H:7]([CH2:11][CH2:12][O:13][CH3:14])[C:8]([OH:10])=[O:9])(=[O:9])[CH3:7]. The yield is 0.118. (4) The reactants are [Cl-].O[NH3+].[C:4](=[O:7])([O-])[OH:5].[Na+].[F:9][C:10]1[CH:11]=[C:12]([C:45]2[C:46]([C:51]#[N:52])=[CH:47][CH:48]=[CH:49][CH:50]=2)[CH:13]=[C:14]([F:44])[C:15]=1[CH2:16][N:17]1[C:22]2[S:23][C:24]([CH2:26][C:27]([F:30])([F:29])[F:28])=[CH:25][C:21]=2[C:20](=[O:31])[N:19]([CH2:32][C:33]([C:35]2[CH:40]=[CH:39][C:38]([O:41][CH3:42])=[CH:37][CH:36]=2)=[O:34])[C:18]1=[O:43].[N:53]12CCCN=C1CCCCC2. The catalyst is C(Cl)(Cl)Cl.O.[Cl-].[Na+].O.C(Cl)Cl.CS(C)=O. The product is [F:9][C:10]1[CH:11]=[C:12]([C:45]2[CH:50]=[CH:49][CH:48]=[CH:47][C:46]=2[C:51]2[NH:53][C:4](=[O:7])[O:5][N:52]=2)[CH:13]=[C:14]([F:44])[C:15]=1[CH2:16][N:17]1[C:22]2[S:23][C:24]([CH2:26][C:27]([F:30])([F:29])[F:28])=[CH:25][C:21]=2[C:20](=[O:31])[N:19]([CH2:32][C:33]([C:35]2[CH:36]=[CH:37][C:38]([O:41][CH3:42])=[CH:39][CH:40]=2)=[O:34])[C:18]1=[O:43]. The yield is 0.260. (5) The reactants are [F:1][C:2]1[CH:3]=[C:4]([CH:10]=[C:11]([C:13]2([O:19][CH3:20])[CH2:18][CH2:17][O:16][CH2:15][CH2:14]2)[CH:12]=1)[O:5][CH2:6][C:7]([OH:9])=O.C1C=CC2N(O)N=[N:27]C=2C=1.C(Cl)CCl.[NH2:35][CH2:36][CH2:37][C:38]1[O:39][C:40]([C:49]2[CH:54]=[CH:53][C:52]([S:55]([NH2:58])(=[O:57])=[O:56])=[CH:51][CH:50]=2)=[C:41]([C:43]2[CH:48]=[CH:47][CH:46]=[CH:45][CH:44]=2)[N:42]=1.CN1CCOCC1.FC(F)(F)C(O)=O.NCCC1OC(C2C=CC(S(N)(=O)=O)=CC=2)=C(C2C=CC=CC=2)N=1. The catalyst is CC(N(C)C)=O.ClCCl. The product is [NH2:58][S:55]([C:52]1[CH:53]=[CH:54][C:49]([C:40]2[O:39][C:38]([CH2:37][CH2:36][NH:35][NH:27][C:7](=[O:9])[CH2:6][O:5][C:4]3[CH:10]=[C:11]([C:13]4([O:19][CH3:20])[CH2:18][CH2:17][O:16][CH2:15][CH2:14]4)[CH:12]=[C:2]([F:1])[CH:3]=3)=[N:42][C:41]=2[C:43]2[CH:44]=[CH:45][CH:46]=[CH:47][CH:48]=2)=[CH:50][CH:51]=1)(=[O:57])=[O:56]. The yield is 0.520.